This data is from Catalyst prediction with 721,799 reactions and 888 catalyst types from USPTO. The task is: Predict which catalyst facilitates the given reaction. (1) Reactant: [CH3:1][O:2][C:3]1[C:11]2[O:10][C:9]([CH3:13])([CH3:12])[CH2:8][C:7]=2[CH:6]=[C:5]([C:14]([CH3:19])([CH3:18])[C:15]([NH2:17])=O)[CH:4]=1.[H-].[Al+3].[Li+].[H-].[H-].[H-].C(OCC)(=O)C.O. Product: [CH3:1][O:2][C:3]1[C:11]2[O:10][C:9]([CH3:13])([CH3:12])[CH2:8][C:7]=2[CH:6]=[C:5]([C:14]([CH3:19])([CH3:18])[CH2:15][NH2:17])[CH:4]=1. The catalyst class is: 7. (2) Reactant: [CH3:1][CH2:2][CH2:3][CH2:4][CH2:5][C@H:6]([OH:28])[CH2:7][CH2:8][C@@H:9]1[C@H:13]2[CH2:14][C:15]3[CH:21]=[CH:20][CH:19]=[C:18]([O:22][CH2:23][C:24]([OH:26])=[O:25])[C:16]=3[CH2:17][C@H:12]2[CH2:11][C@H:10]1[OH:27].C(NCCO)CO.O.Cl. Product: [CH3:1][CH2:2][CH2:3][CH2:4][CH2:5][C@H:6]([OH:28])[CH2:7][CH2:8][C@H:9]1[C@H:10]([OH:27])[CH2:11][C@H:12]2[C@@H:13]1[CH2:14][C:15]1[C:16]([CH2:17]2)=[C:18]([O:22][CH2:23][C:24]([OH:26])=[O:25])[CH:19]=[CH:20][CH:21]=1. The catalyst class is: 13. (3) Reactant: [OH:1][C:2]1[CH:7]=[CH:6][C:5]([CH:8]2[CH2:13][CH2:12][C:11](=[CH:14][C:15]([O:17][CH3:18])=[O:16])[CH2:10][CH2:9]2)=[CH:4][CH:3]=1. Product: [OH:1][C:2]1[CH:3]=[CH:4][C:5]([C@H:8]2[CH2:9][CH2:10][C@H:11]([CH2:14][C:15]([O:17][CH3:18])=[O:16])[CH2:12][CH2:13]2)=[CH:6][CH:7]=1. The catalyst class is: 354.